Task: Binary Classification. Given a miRNA mature sequence and a target amino acid sequence, predict their likelihood of interaction.. Dataset: Experimentally validated miRNA-target interactions with 360,000+ pairs, plus equal number of negative samples (1) The miRNA is hsa-miR-513a-3p with sequence UAAAUUUCACCUUUCUGAGAAGG. The protein sequence of the target gene is MTPGALLMLLGALGAPLAPGVRGSEAEGRLREKLFSGYDSSVRPAREVGDRVRVSVGLILAQLISLNEKDEEMSTKVYLDLEWTDYRLSWDPAEHDGIDSLRITAESVWLPDVVLLNNNDGNFDVALDISVVVSSDGSVRWQPPGIYRSSCSIQVTYFPFDWQNCTMVFSSYSYDSSEVSLQTGLGPDGQGHQEIHIHEGTFIENGQWEIIHKPSRLIQPPGDPRGGREGQRQEVIFYLIIRRKPLFYLVNVIAPCILITLLAIFVFYLPPDAGEKMGLSIFALLTLTVFLLLLADKVPE.... Result: 0 (no interaction). (2) The miRNA is hsa-miR-3672 with sequence AUGAGACUCAUGUAAAACAUCUU. The protein sequence of the target gene is MSSLAVRDPAMDRSLRSVFVGNIPYEATEEQLKDIFSEVGSVVSFRLVYDRETGKPKGYGFCEYQDQETALSAMRNLNGREFSGRALRVDNAASEKNKEELKSLGPAAPIIDSPYGDPIDPEDAPESITRAVASLPPEQMFELMKQMKLCVQNSHQEARNMLLQNPQLAYALLQAQVVMRIMDPEIALKILHRKIHVTPLIPGKSQSVSVSGPGPGPGPGLCPGPNVLLNQQNPPAPQPQHLARRPVKDIPPLMQTPIQGGIPAPGPIPAAVPGAGPGSLTPGGAMQPQLGMPGVGPVPL.... Result: 1 (interaction). (3) The miRNA is rno-miR-145-5p with sequence GUCCAGUUUUCCCAGGAAUCCCU. The protein sequence of the target gene is MAPEQREGKSQVSVTFEDVAVLFTRDEWKKLVPSQRSLYREVMLENYSNLASLGFPFTKPKMISVLQQGEEPWKSEKESHGCSPLGCHGSLQTTKSTQTKESLFQELKRKQLKRDEAWDFTSGKSCRPDNSFRTQDTNESLEIISINHTKILTIDKSRKNFKFGPSVGLKSIGKQKIAGEKTQRNSLEENSTLLSQPKLKTVEKRYKCSTCEKAFIHNSSLRKHLKNHTGERLFQCKDCLKAFSQSSALIQHQRTHTGEKPYICKECGKAFSHSASLCKHLRTHTLEKSYTCKECGKSFS.... Result: 0 (no interaction). (4) The miRNA is hsa-miR-193b-3p with sequence AACUGGCCCUCAAAGUCCCGCU. The protein sequence of the target gene is MDWGTLQTILGGVNKHSTSIGKIWLTVLFIFRIMILVVAAKEVWGDEQADFVCNTLQPGCKNVCYDHYFPISHIRLWALQLIFVSTPALLVAMHVAYRRHEKKRKFIKGEIKSEFKDIEEIKTQKVRIEGSLWWTYTSSIFFRVIFEAAFMYVFYVMYDGFSMQRLVKCNAWPCPNTVDCFVSRPTEKTVFTVFMIAVSGICILLNVTELCYLLIRYCSGKSKKPV. Result: 1 (interaction). (5) The miRNA is mmu-miR-125a-5p with sequence UCCCUGAGACCCUUUAACCUGUGA. The protein sequence of the target gene is MIEQQKRKGPELPLVPVKRPRHELLLGAAGAGPGAGPQQATPGALLQAGPPRCSSLQAPIMLLSGHEGEVYCCKFHPNGSTLASAGFDRLILLWNVYGDCDNYATLKGHSGAVMELHYNTDGSMLFSASTDKTVAVWDSETGERVKRLKGHTSFVNSCYPARRGPQLVCTGSDDGTVKLWDIRKKAAVQTFQNTYQVLAVTFNDTSDQIISGGIDNDIKVWDLRQNKLTYTMRGHADSVTGLSLSSEGSYLLSNAMDNTVRVWDVRPFAPKERCVKIFQGNVHNFEKNLLRCSWSPDGSK.... Result: 1 (interaction). (6) The miRNA is hsa-miR-3124-3p with sequence ACUUUCCUCACUCCCGUGAAGU. The protein sequence of the target gene is MFCPLKLILLPVLLDYSLGLNDLNVSPPELTVHVGDSALMGCVFQSTEDKCIFKIDWTLSPGEHAKDEYVLYYYSNLSVPIGRFQNRVHLMGDILCNDGSLLLQDVQEADQGTYICEIRLKGESQVFKKAVVLHVLPEEPKELMVHVGGLIQMGCVFQSTEVKHVTKVEWIFSGRRAKEEIVFRYYHKLRMSVEYSQSWGHFQNRVNLVGDIFRNDGSIMLQGVRESDGGNYTCSIHLGNLVFKKTIVLHVSPEEPRTLVTPAALRPLVLGGNQLVIIVGIVCATILLLPVLILIVKKTC.... Result: 1 (interaction).